From a dataset of Full USPTO retrosynthesis dataset with 1.9M reactions from patents (1976-2016). Predict the reactants needed to synthesize the given product. (1) The reactants are: Br[C:2]1[CH:7]=[CH:6][CH:5]=[C:4]([F:8])[N:3]=1.C([Mg]Cl)(C)C.CCOCC.[NH2:19][C:20]1[N:31]=[CH:30][C:29]([Br:32])=[CH:28][C:21]=1[C:22](N(OC)C)=[O:23]. Given the product [NH2:19][C:20]1[C:21]([C:22]([C:2]2[CH:7]=[CH:6][CH:5]=[C:4]([F:8])[N:3]=2)=[O:23])=[CH:28][C:29]([Br:32])=[CH:30][N:31]=1, predict the reactants needed to synthesize it. (2) Given the product [Si:39]([O:38][CH2:37][C@:21]12[CH2:33][CH2:32][C@@H:31]([C:34]([CH3:36])=[CH2:35])[C@@H:22]1[C@@H:23]1[C@@:18]([CH3:56])([CH2:19][CH2:20]2)[C@@:17]2([CH3:57])[C@@H:26]([C@:27]3([CH3:30])[C@@H:14]([CH2:15][CH2:16]2)[C:13]([CH3:59])([CH3:58])[C:12]([C:69]2[CH:70]=[CH:71][C:66]([C:64]([O:63][CH3:62])=[O:65])=[CH:67][CH:68]=2)=[CH:29][CH2:28]3)[CH2:25][CH2:24]1)([C:52]([CH3:55])([CH3:54])[CH3:53])([C:46]1[CH:47]=[CH:48][CH:49]=[CH:50][CH:51]=1)[C:40]1[CH:41]=[CH:42][CH:43]=[CH:44][CH:45]=1, predict the reactants needed to synthesize it. The reactants are: C([O-])(=O)C.[NH4+].FC(F)(F)S(O[C:12]1[C:13]([CH3:59])([CH3:58])[C@H:14]2[C@:27]([CH3:30])([CH2:28][CH:29]=1)[C@@H:26]1[C@:17]([CH3:57])([C@@:18]3([CH3:56])[C@H:23]([CH2:24][CH2:25]1)[C@H:22]1[C@H:31]([C:34]([CH3:36])=[CH2:35])[CH2:32][CH2:33][C@:21]1([CH2:37][O:38][Si:39]([C:52]([CH3:55])([CH3:54])[CH3:53])([C:46]1[CH:51]=[CH:50][CH:49]=[CH:48][CH:47]=1)[C:40]1[CH:45]=[CH:44][CH:43]=[CH:42][CH:41]=1)[CH2:20][CH2:19]3)[CH2:16][CH2:15]2)(=O)=O.[CH3:62][O:63][C:64]([C:66]1[CH:71]=[CH:70][C:69](B(O)O)=[CH:68][CH:67]=1)=[O:65].C([O-])([O-])=O.[Na+].[Na+]. (3) The reactants are: CO[C:3](=[O:12])[CH2:4][C:5](=O)[CH2:6][CH2:7][CH2:8][CH2:9]Br.[C:13]1([NH:19][NH2:20])[CH:18]=[CH:17][CH:16]=[CH:15][CH:14]=1. Given the product [C:13]1([N:19]2[N:20]3[CH2:9][CH2:8][CH2:7][CH2:6][C:5]3=[CH:4][C:3]2=[O:12])[CH:18]=[CH:17][CH:16]=[CH:15][CH:14]=1, predict the reactants needed to synthesize it. (4) Given the product [F:18][C:12]1[C:11]([F:19])=[C:10]([NH:9][NH2:8])[CH:15]=[CH:14][C:13]=1[C:16]#[N:17].[F:23][C:22]([F:25])([F:24])[C:20]([O-:26])=[O:21], predict the reactants needed to synthesize it. The reactants are: C(OC([NH:8][NH:9][C:10]1[CH:15]=[CH:14][C:13]([C:16]#[N:17])=[C:12]([F:18])[C:11]=1[F:19])=O)(C)(C)C.[C:20]([OH:26])([C:22]([F:25])([F:24])[F:23])=[O:21]. (5) Given the product [CH3:17][C:10]1[CH:11]=[C:12]([CH2:16][C:21]([OH:22])=[O:20])[CH:13]=[C:14]([CH3:15])[N:9]=1, predict the reactants needed to synthesize it. The reactants are: C([N-]C(C)C)(C)C.[Li+].[N:9]1[C:14]([CH3:15])=[CH:13][C:12]([CH3:16])=[CH:11][C:10]=1[CH3:17].C([O:20][C:21](=O)[O:22]CC)C.[Li+].[OH-]. (6) Given the product [CH2:1]([N:8]1[CH2:13][CH2:12][CH:11]([C:14]2[C:15]3=[C:16]4[CH:24]=[CH:23][NH:22][C:17]4=[N:18][CH:19]=[C:20]3[NH:26][N:25]=2)[CH2:10][CH2:9]1)[C:2]1[CH:7]=[CH:6][CH:5]=[CH:4][CH:3]=1, predict the reactants needed to synthesize it. The reactants are: [CH2:1]([N:8]1[CH2:13][CH2:12][CH:11]([C:14](=[N:25][NH2:26])[C:15]2[C:20](Cl)=[CH:19][N:18]=[C:17]3[NH:22][CH:23]=[CH:24][C:16]=23)[CH2:10][CH2:9]1)[C:2]1[CH:7]=[CH:6][CH:5]=[CH:4][CH:3]=1.CC(C)([O-])C.[Na+].